Dataset: Forward reaction prediction with 1.9M reactions from USPTO patents (1976-2016). Task: Predict the product of the given reaction. (1) Given the reactants [C:1]([C:4]1[C:22](=[O:23])[C@@:8]2([CH3:24])[C:9]3[C:15]([OH:16])=[CH:14][C:13]([O:17][CH3:18])=[C:12]([C:19]([NH2:21])=[O:20])[C:10]=3[O:11][C:7]2=[CH:6][C:5]=1[OH:25])(=[O:3])[CH3:2].[CH2:26]([C:28]1[CH:37]=[CH:36][C:35]2[C:30](=[C:31]([F:38])[CH:32]=[CH:33][CH:34]=2)[C:29]=1[CH:39]=O)[CH3:27].C([SiH](CC)CC)C.FC(F)(F)C(O)=O, predict the reaction product. The product is: [C:1]([C:4]1[C:22](=[O:23])[C@@:8]2([CH3:24])[C:9]3[C:15]([OH:16])=[CH:14][C:13]([O:17][CH3:18])=[C:12]([C:19]([NH:21][CH2:39][C:29]4[C:30]5[C:35](=[CH:34][CH:33]=[CH:32][C:31]=5[F:38])[CH:36]=[CH:37][C:28]=4[CH2:26][CH3:27])=[O:20])[C:10]=3[O:11][C:7]2=[CH:6][C:5]=1[OH:25])(=[O:3])[CH3:2]. (2) Given the reactants C([Li])CCC.[C:6]([Si](C)(C)C)#[CH:7].[O:12]1[CH:16]=[C:15]([C:17](=[O:19])[CH3:18])[N:14]=[CH:13]1, predict the reaction product. The product is: [O:12]1[CH:16]=[C:15]([C:17]([OH:19])([C:6]#[CH:7])[CH3:18])[N:14]=[CH:13]1. (3) The product is: [OH:9][CH2:8][C@@H:4]1[CH2:5][N:6]([C:23]([O:22][C:19]([CH3:21])([CH3:20])[CH3:18])=[O:24])[CH2:7][C:2]([CH3:10])([CH3:1])[O:3]1. Given the reactants [CH3:1][C:2]1([CH3:10])[CH2:7][NH:6][CH2:5][C@@H:4]([CH2:8][OH:9])[O:3]1.C(N(CC)CC)C.[CH3:18][C:19]([O:22][C:23](O[C:23]([O:22][C:19]([CH3:21])([CH3:20])[CH3:18])=[O:24])=[O:24])([CH3:21])[CH3:20].[OH-].[Na+], predict the reaction product. (4) Given the reactants [NH2:1][C:2]1[N:7]=[C:6]([C:8]2[CH:15]=[C:14]([F:16])[C:11]([CH:12]=O)=[C:10]([F:17])[CH:9]=2)[CH:5]=[C:4]([NH:18][CH2:19][CH3:20])[N:3]=1.C(=O)([O-])[O-].[Na+].[Na+].Cl.[NH2:28]O.C(O[C:34](=[O:36])[CH3:35])(=O)C.[CH3:37][CH2:38][OH:39].O, predict the reaction product. The product is: [C:38]([N:1]([C:2]1[N:7]=[C:6]([C:8]2[CH:15]=[C:14]([F:16])[C:11]([C:12]#[N:28])=[C:10]([F:17])[CH:9]=2)[CH:5]=[C:4]([NH:18][CH2:19][CH3:20])[N:3]=1)[C:34](=[O:36])[CH3:35])(=[O:39])[CH3:37]. (5) Given the reactants F[C:2]1[CH:9]=[C:8]([N:10]2[C:22]3[CH:21]=[CH:20][CH:19]=[C:18]([C:23]4[NH:27][C:26]5[CH:28]=[C:29]([F:32])[CH:30]=[CH:31][C:25]=5[N:24]=4)[C:17]=3[C:16]3[C:11]2=[CH:12][CH:13]=[CH:14][CH:15]=3)[CH:7]=[CH:6][C:3]=1[C:4]#[N:5].C(=O)([O-])[O-:34].[K+].[K+].[CH2:39]([O:41][CH2:42][CH2:43][NH2:44])[CH3:40].[OH-].[Na+].OO, predict the reaction product. The product is: [CH2:39]([O:41][CH2:42][CH2:43][NH:44][C:2]1[CH:9]=[C:8]([N:10]2[C:22]3[CH:21]=[CH:20][CH:19]=[C:18]([C:23]4[NH:27][C:26]5[CH:28]=[C:29]([F:32])[CH:30]=[CH:31][C:25]=5[N:24]=4)[C:17]=3[C:16]3[C:11]2=[CH:12][CH:13]=[CH:14][CH:15]=3)[CH:7]=[CH:6][C:3]=1[C:4]([NH2:5])=[O:34])[CH3:40]. (6) Given the reactants [CH3:1][O:2][C:3]1[CH:8]=[CH:7][C:6]([N+:9]([O-])=O)=[C:5]([C:12]2[CH2:17][C:16]([CH3:19])([CH3:18])[CH2:15][C:14]([CH3:21])([CH3:20])[CH:13]=2)[CH:4]=1.CO, predict the reaction product. The product is: [CH3:1][O:2][C:3]1[CH:8]=[CH:7][C:6]([NH2:9])=[C:5]([CH:12]2[CH2:17][C:16]([CH3:19])([CH3:18])[CH2:15][C:14]([CH3:21])([CH3:20])[CH2:13]2)[CH:4]=1. (7) The product is: [CH3:33][O:34][C:9]([C@H:12]1[CH2:16][CH2:15][CH2:14][N:13]1[C:17](=[O:32])[CH2:18][CH2:19][CH2:20][CH2:21][C:22]([N:24]1[CH2:28][CH2:27][CH2:26][C@@H:25]1[C:29]([O:31][CH3:3])=[O:30])=[O:23])=[O:10]. Given the reactants [N+](=[CH2:3])=[N-].C(OCC)C.[C:9]([C@H:12]1[CH2:16][CH2:15][CH2:14][N:13]1[C:17](=[O:32])[CH2:18][CH2:19][CH2:20][CH2:21][C:22]([N:24]1[CH2:28][CH2:27][CH2:26][C@@H:25]1[C:29]([OH:31])=[O:30])=[O:23])(O)=[O:10].[CH3:33][OH:34], predict the reaction product. (8) Given the reactants [Br:1][C:2]1[CH:7]=[C:6]([CH3:8])[C:5]([OH:9])=[C:4]([CH3:10])[CH:3]=1.N1C=CN=C1.[C:16]([Si:20]([CH3:23])([CH3:22])Cl)([CH3:19])([CH3:18])[CH3:17], predict the reaction product. The product is: [Br:1][C:2]1[CH:7]=[C:6]([CH3:8])[C:5]([O:9][Si:20]([C:16]([CH3:19])([CH3:18])[CH3:17])([CH3:23])[CH3:22])=[C:4]([CH3:10])[CH:3]=1. (9) Given the reactants [H-].[Na+].C[C:4]1[CH:9]=[CH:8][C:7]([SH:10])=[CH:6][CH:5]=1.C1(S(O[CH2:21][CH2:22][CH2:23][CH2:24][CH2:25][CH2:26][CH2:27][CH2:28][C:29]2[CH2:31][CH:30]=2)(=O)=O)C=CC=CC=1.O.[CH3:33]N(C)C=O, predict the reaction product. The product is: [CH3:33][CH:25]([CH2:24][CH2:23][CH2:22][CH2:21][S:10][C:7]1[CH:6]=[CH:5][CH:4]=[CH:9][CH:8]=1)[CH2:26][CH2:27][CH2:28][C:29]1[CH2:31][CH:30]=1. (10) Given the reactants [C:1](Cl)(=[O:5])[O:2][CH2:3][Cl:4].[O:7]1[CH2:12][CH2:11][CH:10]([OH:13])[CH2:9][CH2:8]1, predict the reaction product. The product is: [C:1](=[O:5])([O:13][CH:10]1[CH2:11][CH2:12][O:7][CH2:8][CH2:9]1)[O:2][CH2:3][Cl:4].